From a dataset of Forward reaction prediction with 1.9M reactions from USPTO patents (1976-2016). Predict the product of the given reaction. (1) Given the reactants [O:1]1[CH:5]=[CH:4][CH:3]=[C:2]1[S:6](Cl)(=[O:8])=[O:7].[NH2:10][C@H:11]([CH2:16][OH:17])[C@H:12]([CH2:14][CH3:15])[CH3:13].C(N(CC)CC)C.CCOC(C)=O.CCCCCC, predict the reaction product. The product is: [OH:17][CH2:16][C@@H:11]([NH:10][S:6]([C:2]1[O:1][CH:5]=[CH:4][CH:3]=1)(=[O:8])=[O:7])[C@@H:12]([CH3:13])[CH2:14][CH3:15]. (2) Given the reactants [Cl:1][C:2]1[CH:7]=[CH:6][CH:5]=[C:4]([Cl:8])[C:3]=1[S:9]([N:12]([CH2:14][C:15]1[O:19][CH:18]=[C:17]([C:20](O)=[O:21])[CH:16]=1)[CH3:13])(=[O:11])=[O:10].C1N=CN(C(N2C=NC=C2)=O)C=1.[NH:35]1[CH2:39][CH2:38][N:37]=[C:36]1[C:40]1[CH:45]=[CH:44][C:43]([CH2:46][NH2:47])=[CH:42][CH:41]=1.Cl.CCN(C(C)C)C(C)C.CNCC, predict the reaction product. The product is: [Cl:1][C:2]1[CH:7]=[CH:6][CH:5]=[C:4]([Cl:8])[C:3]=1[S:9]([N:12]([CH2:14][C:15]1[O:19][CH:18]=[C:17]([C:20]([NH:47][CH2:46][C:43]2[CH:42]=[CH:41][C:40]([C:36]3[NH:37][CH2:38][CH2:39][N:35]=3)=[CH:45][CH:44]=2)=[O:21])[CH:16]=1)[CH3:13])(=[O:11])=[O:10]. (3) Given the reactants [NH:1]1[C:5]2[CH:6]=[CH:7][CH:8]=[CH:9][C:4]=2[N:3]=[CH:2]1.[H-].[Na+].[C:12]([O:16][C:17]([N:19]1[CH2:24][CH2:23][CH:22](OS(C2C=CC(C)=CC=2)(=O)=O)[CH2:21][CH2:20]1)=[O:18])([CH3:15])([CH3:14])[CH3:13].O, predict the reaction product. The product is: [C:12]([O:16][C:17]([N:19]1[CH2:24][CH2:23][CH:22]([N:1]2[C:5]3[CH:6]=[CH:7][CH:8]=[CH:9][C:4]=3[N:3]=[CH:2]2)[CH2:21][CH2:20]1)=[O:18])([CH3:15])([CH3:13])[CH3:14]. (4) Given the reactants [I:1][C:2]1[CH:3]=[C:4]([CH2:13][C:14]([O:16]C)=[O:15])[CH:5]=[CH:6][C:7]=1[N:8]1[CH:12]=[N:11][N:10]=[N:9]1.O[Li].O, predict the reaction product. The product is: [I:1][C:2]1[CH:3]=[C:4]([CH2:13][C:14]([OH:16])=[O:15])[CH:5]=[CH:6][C:7]=1[N:8]1[CH:12]=[N:11][N:10]=[N:9]1. (5) Given the reactants [Br:1][C:2]1[CH:3]=[C:4]2[C:9](=[CH:10][CH:11]=1)[N:8]=[CH:7][N:6]=[C:5]2Cl.[NH2:13][C:14]1[CH:15]=[C:16]2[C:20](=[CH:21][CH:22]=1)[N:19]([CH2:23][C:24]1[CH:29]=[CH:28][CH:27]=[CH:26][CH:25]=1)[N:18]=[CH:17]2.C(N(CC)CC)C, predict the reaction product. The product is: [CH2:23]([N:19]1[C:20]2[C:16](=[CH:15][C:14]([NH:13][C:5]3[C:4]4[C:9](=[CH:10][CH:11]=[C:2]([Br:1])[CH:3]=4)[N:8]=[CH:7][N:6]=3)=[CH:22][CH:21]=2)[CH:17]=[N:18]1)[C:24]1[CH:25]=[CH:26][CH:27]=[CH:28][CH:29]=1.